Dataset: Forward reaction prediction with 1.9M reactions from USPTO patents (1976-2016). Task: Predict the product of the given reaction. Given the reactants N(C(OCC)=O)=NC(OCC)=O.C1(C)C=CC=CC=1.[OH:20][CH:21]1[CH2:26][CH2:25][N:24]([C:27]([O:29][C:30]([CH3:33])([CH3:32])[CH3:31])=[O:28])[CH2:23][CH2:22]1.[CH3:34][S:35][C:36]1[CH:41]=[CH:40][C:39](O)=[CH:38][CH:37]=1.C1(P(C2C=CC=CC=2)C2C=CC=CC=2)C=CC=CC=1, predict the reaction product. The product is: [CH3:34][S:35][C:36]1[CH:41]=[CH:40][C:39]([O:20][CH:21]2[CH2:22][CH2:23][N:24]([C:27]([O:29][C:30]([CH3:33])([CH3:32])[CH3:31])=[O:28])[CH2:25][CH2:26]2)=[CH:38][CH:37]=1.